Dataset: Catalyst prediction with 721,799 reactions and 888 catalyst types from USPTO. Task: Predict which catalyst facilitates the given reaction. (1) Reactant: [F:1][C:2]1[CH:3]=[C:4]([C:9]2([O:14][CH3:15])[CH2:13][CH2:12][NH:11][CH2:10]2)[CH:5]=[C:6]([F:8])[CH:7]=1.[H-].[Na+].[CH2:18](Br)[C:19]1[CH:24]=[CH:23][CH:22]=[CH:21][CH:20]=1.Cl. Product: [CH2:18]([N:11]1[CH2:12][CH2:13][C:9]([C:4]2[CH:5]=[C:6]([F:8])[CH:7]=[C:2]([F:1])[CH:3]=2)([O:14][CH3:15])[CH2:10]1)[C:19]1[CH:24]=[CH:23][CH:22]=[CH:21][CH:20]=1. The catalyst class is: 9. (2) The catalyst class is: 77. Product: [NH2:1][C:2]1[N:3]([CH3:23])[C:4](=[O:22])[C:5]2([N:21]=1)[CH:18]1[CH:13]([CH2:14][CH:15]([F:19])[CH2:16][CH2:17]1)[O:12][C:11]1[C:6]2=[CH:7][C:8]([C:27]2[CH:28]=[N:29][CH:30]=[C:25]([Cl:24])[CH:26]=2)=[CH:9][CH:10]=1. Reactant: [NH2:1][C:2]1[N:3]([CH3:23])[C:4](=[O:22])[C:5]2([N:21]=1)[CH:18]1[CH:13]([CH2:14][CH:15]([F:19])[CH2:16][CH2:17]1)[O:12][C:11]1[C:6]2=[CH:7][C:8](Br)=[CH:9][CH:10]=1.[Cl:24][C:25]1[CH:26]=[C:27](B(O)O)[CH:28]=[N:29][CH:30]=1.C([O-])([O-])=O.[Na+].[Na+]. (3) Reactant: [Cl:1][C:2]1[CH:7]=[C:6]([O:8][C:9]2[C:18]3[C:13](=[CH:14][C:15]([OH:21])=[C:16]([O:19][CH3:20])[CH:17]=3)[N:12]=[CH:11][CH:10]=2)[CH:5]=[CH:4][C:3]=1[NH:22][C:23]([NH:25][CH2:26][CH2:27][CH3:28])=[O:24].C(=O)([O-])[O-].[K+].[K+].CC1C=CC(S(O[CH2:46][CH2:47][N:48]2[CH:52]=[CH:51][N:50]=[CH:49]2)(=O)=O)=CC=1.O. Product: [Cl:1][C:2]1[CH:7]=[C:6]([O:8][C:9]2[C:18]3[C:13](=[CH:14][C:15]([O:21][CH2:46][CH2:47][N:48]4[CH:52]=[CH:51][N:50]=[CH:49]4)=[C:16]([O:19][CH3:20])[CH:17]=3)[N:12]=[CH:11][CH:10]=2)[CH:5]=[CH:4][C:3]=1[NH:22][C:23]([NH:25][CH2:26][CH2:27][CH3:28])=[O:24]. The catalyst class is: 9. (4) Reactant: [OH-:1].[Na+].BrBr.[CH:5]1[C:16]2=[C:17]3[CH:12]([CH2:13][CH2:14][CH2:15]2)[CH2:11][CH2:10][CH2:9][C:8]3=[CH:7][C:6]=1[C:18](=[O:20])C.S([O-])([O-])=O.[Na+].[Na+].Cl. Product: [CH:5]1[C:16]2=[C:17]3[CH:12]([CH2:13][CH2:14][CH2:15]2)[CH2:11][CH2:10][CH2:9][C:8]3=[CH:7][C:6]=1[C:18]([OH:20])=[O:1]. The catalyst class is: 38. (5) Reactant: Cl.[CH3:2][NH:3][O:4][CH3:5].Cl[Al](C)C.[Br:10][C:11]1[CH:16]=[CH:15][C:14]([CH2:17][C:18]([O:20]CC)=O)=[CH:13][CH:12]=1. Product: [Br:10][C:11]1[CH:12]=[CH:13][C:14]([CH2:17][C:18]([N:3]([O:4][CH3:5])[CH3:2])=[O:20])=[CH:15][CH:16]=1. The catalyst class is: 2. (6) Reactant: [NH2:1][C:2]1[C:7]([C:8]#[N:9])=[CH:6][N:5]=[C:4]([S:10][CH3:11])[N:3]=1.[CH3:12][C:13](OC(C)=O)=[O:14]. Product: [C:8]([C:7]1[C:2]([NH:1][C:13](=[O:14])[CH3:12])=[N:3][C:4]([S:10][CH3:11])=[N:5][CH:6]=1)#[N:9]. The catalyst class is: 17. (7) Reactant: [F:1][C:2]1[CH:3]=[C:4]([SH:8])[CH:5]=[CH:6][CH:7]=1.CN(P(N(C)C)(N(C)C)=O)C.[H-].[Na+].[NH:22]1[C:26]2[CH:27]=[CH:28][CH:29]=[CH:30][C:25]=2[N:24]=[C:23]1[C:31]1[C:32]([NH2:38])=[N:33][CH:34]=[C:35](Br)[N:36]=1. Product: [NH:22]1[C:26]2[CH:27]=[CH:28][CH:29]=[CH:30][C:25]=2[N:24]=[C:23]1[C:31]1[C:32]([NH2:38])=[N:33][CH:34]=[C:35]([S:8][C:4]2[CH:5]=[CH:6][CH:7]=[C:2]([F:1])[CH:3]=2)[N:36]=1. The catalyst class is: 25. (8) Reactant: [CH3:1][O:2][C:3]1[CH:4]=[CH:5][C:6]([NH:11][C:12]2[C:13]3[N:14]([CH:27]=[CH:28][N:29]=3)[N:15]=[C:16]([C:18]3[CH:19]=[C:20]([CH:24]=[CH:25][CH:26]=3)[C:21](O)=[O:22])[CH:17]=2)=[N:7][C:8]=1[O:9][CH3:10].C1C=CC2N(O)N=NC=2C=1.CCN=C=NCCCN(C)C.CCN(C(C)C)C(C)C.[NH2:60][C:61]1[CH:70]=[CH:69][C:64]([C:65]([NH:67][CH3:68])=[O:66])=[CH:63][CH:62]=1. Product: [CH3:1][O:2][C:3]1[CH:4]=[CH:5][C:6]([NH:11][C:12]2[C:13]3[N:14]([CH:27]=[CH:28][N:29]=3)[N:15]=[C:16]([C:18]3[CH:19]=[C:20]([CH:24]=[CH:25][CH:26]=3)[C:21]([NH:60][C:61]3[CH:62]=[CH:63][C:64]([C:65](=[O:66])[NH:67][CH3:68])=[CH:69][CH:70]=3)=[O:22])[CH:17]=2)=[N:7][C:8]=1[O:9][CH3:10]. The catalyst class is: 3. (9) Reactant: [CH3:1][N:2]([CH2:4][C@@H:5]1[CH2:7][C@H:6]1[C:8]1[CH:9]=[C:10]2[C:14](=[CH:15][CH:16]=1)[NH:13][CH:12]=[CH:11]2)[CH3:3].CC(C)([O-])C.[K+].N#C[Br:25]. Product: [CH3:3][N:2]([CH2:4][CH:5]1[CH2:7][CH:6]1[C:8]1[CH:9]=[C:10]2[C:14](=[CH:15][CH:16]=1)[NH:13][CH:12]=[C:11]2[Br:25])[CH3:1]. The catalyst class is: 1.